Predict which catalyst facilitates the given reaction. From a dataset of Catalyst prediction with 721,799 reactions and 888 catalyst types from USPTO. (1) Reactant: [Cl:1][C:2]1[C:7]([C:8]([NH2:10])=[O:9])=[C:6]([OH:11])[C:5]([N+:12]([O-])=O)=[CH:4][CH:3]=1. Product: [Cl:1][C:2]1[C:7]([C:8]([NH2:10])=[O:9])=[C:6]([OH:11])[C:5]([NH2:12])=[CH:4][CH:3]=1. The catalyst class is: 553. (2) Reactant: [CH:1]([NH:4][CH:5]1[CH2:10][CH2:9][C:8]([C:11]2[C:19]3[C:14](=[CH:15][C:16]([N+:20]([O-:22])=[O:21])=[CH:17][CH:18]=3)[NH:13][CH:12]=2)=[CH:7][CH2:6]1)([CH3:3])[CH3:2].CCN(CC)CC.[CH3:30][C:31]([O:34][C:35](O[C:35]([O:34][C:31]([CH3:33])([CH3:32])[CH3:30])=[O:36])=[O:36])([CH3:33])[CH3:32]. Product: [CH:1]([N:4]([CH:5]1[CH2:10][CH2:9][C:8]([C:11]2[C:19]3[C:14](=[CH:15][C:16]([N+:20]([O-:22])=[O:21])=[CH:17][CH:18]=3)[NH:13][CH:12]=2)=[CH:7][CH2:6]1)[C:35](=[O:36])[O:34][C:31]([CH3:33])([CH3:32])[CH3:30])([CH3:3])[CH3:2]. The catalyst class is: 12. (3) Reactant: C[O:2][C:3](=[O:37])[CH2:4][CH2:5][C:6]1[CH:11]=[CH:10][C:9]([S:12]([NH:15][C:16]2[C:25]([NH:26][C:27]3[CH:32]=[C:31]([O:33][CH3:34])[CH:30]=[C:29]([O:35][CH3:36])[CH:28]=3)=[N:24][C:23]3[C:18](=[CH:19][CH:20]=[CH:21][CH:22]=3)[N:17]=2)(=[O:14])=[O:13])=[CH:8][CH:7]=1.O.[OH-].[Li+].O.Cl. Product: [CH3:36][O:35][C:29]1[CH:28]=[C:27]([NH:26][C:25]2[C:16]([NH:15][S:12]([C:9]3[CH:10]=[CH:11][C:6]([CH2:5][CH2:4][C:3]([OH:37])=[O:2])=[CH:7][CH:8]=3)(=[O:14])=[O:13])=[N:17][C:18]3[C:23]([N:24]=2)=[CH:22][CH:21]=[CH:20][CH:19]=3)[CH:32]=[C:31]([O:33][CH3:34])[CH:30]=1. The catalyst class is: 1. (4) Reactant: [NH2:1][C:2]1[C:11]2[C:6](=[C:7]([C:12]3[C:17]([CH3:18])=[CH:16][C:15](/[CH:19]=[CH:20]/[C:21]#[N:22])=[CH:14][C:13]=3[CH3:23])[CH:8]=[CH:9][CH:10]=2)[N:5]=[C:4]([NH:24][C:25]2[CH:32]=[CH:31][C:28]([C:29]#[N:30])=[CH:27][CH:26]=2)[N:3]=1.C([N:36]([CH2:40]C)C(C)C)(C)C.C(Cl)(Cl)=[O:43].N. Product: [C:29]([C:28]1[CH:31]=[CH:32][C:25]([NH:24][C:4]2[N:3]=[C:2]([NH:1][C:40]([NH2:36])=[O:43])[C:11]3[C:6](=[C:7]([C:12]4[C:13]([CH3:23])=[CH:14][C:15](/[CH:19]=[CH:20]/[C:21]#[N:22])=[CH:16][C:17]=4[CH3:18])[CH:8]=[CH:9][CH:10]=3)[N:5]=2)=[CH:26][CH:27]=1)#[N:30]. The catalyst class is: 4. (5) Reactant: [N:1]([CH:4]1[CH2:10][CH2:9][CH:8]([C:11]2[N:12]([CH3:19])[N:13]=[CH:14][C:15]=2[N+:16]([O-:18])=[O:17])[O:7][CH2:6][C:5]1=[O:20])=[N+:2]=[N-:3].CCC(C)[BH-](C(C)CC)C(C)CC.[Li+].O. Product: [N:1]([CH:4]1[CH2:10][CH2:9][CH:8]([C:11]2[N:12]([CH3:19])[N:13]=[CH:14][C:15]=2[N+:16]([O-:18])=[O:17])[O:7][CH2:6][CH:5]1[OH:20])=[N+:2]=[N-:3]. The catalyst class is: 1.